The task is: Predict the product of the given reaction.. This data is from Forward reaction prediction with 1.9M reactions from USPTO patents (1976-2016). (1) Given the reactants [Cl:1][C:2]1[CH:7]=[CH:6][C:5]([CH2:8]Cl)=[CH:4][N:3]=1.[CH3:10][C:11]1[NH:15][N:14]=[C:13]([C:16]2[O:20][N:19]=[C:18]([C:21]3[CH:26]=[CH:25][C:24]([CH:27]4[CH2:32][CH2:31][O:30][CH2:29][CH2:28]4)=[CH:23][CH:22]=3)[N:17]=2)[CH:12]=1, predict the reaction product. The product is: [Cl:1][C:2]1[CH:7]=[CH:6][C:5]([CH2:8][N:15]2[C:11]([CH3:10])=[CH:12][C:13]([C:16]3[O:20][N:19]=[C:18]([C:21]4[CH:22]=[CH:23][C:24]([CH:27]5[CH2:32][CH2:31][O:30][CH2:29][CH2:28]5)=[CH:25][CH:26]=4)[N:17]=3)=[N:14]2)=[CH:4][N:3]=1. (2) Given the reactants [CH3:1][C:2]([CH3:32])([CH3:31])[C:3]#[C:4][C:5]1[S:9][C:8]([C:10]([O:12]C)=[O:11])=[C:7]([N:14]([CH2:24][C:25]2[CH:26]=[N:27][N:28]([CH3:30])[CH:29]=2)[C:15]([C@H:17]2[CH2:22][CH2:21][C@H:20]([CH3:23])[CH2:19][CH2:18]2)=[O:16])[CH:6]=1.[OH-].[Na+], predict the reaction product. The product is: [CH3:31][C:2]([CH3:1])([CH3:32])[C:3]#[C:4][C:5]1[S:9][C:8]([C:10]([OH:12])=[O:11])=[C:7]([N:14]([CH2:24][C:25]2[CH:26]=[N:27][N:28]([CH3:30])[CH:29]=2)[C:15]([C@H:17]2[CH2:22][CH2:21][C@H:20]([CH3:23])[CH2:19][CH2:18]2)=[O:16])[CH:6]=1. (3) Given the reactants C1(P(C2C=CC=CC=2)C2C=CC=CC=2)C=CC=CC=1.[Br:20][C:21]1[CH:26]=[CH:25][C:24]([S:27](Cl)(=O)=O)=[C:23]([F:31])[CH:22]=1.O, predict the reaction product. The product is: [Br:20][C:21]1[CH:26]=[CH:25][C:24]([SH:27])=[C:23]([F:31])[CH:22]=1. (4) The product is: [CH:18]([C:2]1[CH:3]=[N:4][N:5]([CH2:16][CH3:17])[C:6]=1[C:7]1[CH:8]=[C:9]([C:12]([O:14][CH3:15])=[O:13])[S:10][CH:11]=1)=[CH2:19]. Given the reactants Br[C:2]1[CH:3]=[N:4][N:5]([CH2:16][CH3:17])[C:6]=1[C:7]1[CH:8]=[C:9]([C:12]([O:14][CH3:15])=[O:13])[S:10][CH:11]=1.[CH2:18]([Sn](CCCC)(CCCC)C=C)[CH2:19]CC, predict the reaction product. (5) Given the reactants [C:1]([C:5]1[N:9]([CH3:10])[N:8]=[C:7]([N:11]2[C:15](=[O:16])[C:14]([O:17][CH3:18])=[C:13]([Cl:19])[CH2:12]2)[CH:6]=1)([CH3:4])([CH3:3])[CH3:2].[C:20]([O:23]C(=O)C)(=[O:22])[CH3:21].C(OCC)C.O, predict the reaction product. The product is: [C:20]([O:23][CH:12]1[C:13]([Cl:19])=[C:14]([O:17][CH3:18])[C:15](=[O:16])[N:11]1[C:7]1[CH:6]=[C:5]([C:1]([CH3:4])([CH3:2])[CH3:3])[N:9]([CH3:10])[N:8]=1)(=[O:22])[CH3:21]. (6) Given the reactants [C:1]([O:5][C:6]([N:8]1[C:16]2[C:11](=[CH:12][C:13]([OH:17])=[CH:14][CH:15]=2)[CH2:10][CH2:9]1)=[O:7])([CH3:4])([CH3:3])[CH3:2].Cl[CH2:19][C:20]1[CH:25]=[CH:24][C:23]([C:26]2[CH:31]=[CH:30][CH:29]=[CH:28][CH:27]=2)=[C:22]([N+:32]([O-:34])=[O:33])[CH:21]=1.C(=O)([O-])[O-].[K+].[K+].C(=O)(O)[O-].[Na+], predict the reaction product. The product is: [C:1]([O:5][C:6]([N:8]1[C:16]2[C:11](=[CH:12][C:13]([O:17][CH2:19][C:20]3[CH:25]=[CH:24][C:23]([C:26]4[CH:31]=[CH:30][CH:29]=[CH:28][CH:27]=4)=[C:22]([N+:32]([O-:34])=[O:33])[CH:21]=3)=[CH:14][CH:15]=2)[CH2:10][CH2:9]1)=[O:7])([CH3:4])([CH3:2])[CH3:3].